Task: Predict the reactants needed to synthesize the given product.. Dataset: Full USPTO retrosynthesis dataset with 1.9M reactions from patents (1976-2016) (1) Given the product [C:33]([N:11]1[CH2:10][CH2:9][N:8]([C:5]2[CH:4]=[C:3]([C:14]3[N:18]([CH3:19])[C:17]4[CH:20]=[CH:21][CH:22]=[CH:23][C:16]=4[N:15]=3)[C:2]([Cl:1])=[CH:7][N:6]=2)[CH2:13][CH2:12]1)(=[O:35])[CH3:34], predict the reactants needed to synthesize it. The reactants are: [Cl:1][C:2]1[C:3]([C:14]2[N:18]([CH3:19])[C:17]3[CH:20]=[CH:21][CH:22]=[CH:23][C:16]=3[N:15]=2)=[CH:4][C:5]([N:8]2[CH2:13][CH2:12][NH:11][CH2:10][CH2:9]2)=[N:6][CH:7]=1.CCN(C(C)C)C(C)C.[C:33](Cl)(=[O:35])[CH3:34]. (2) The reactants are: Br[C:2]1[CH:3]=[C:4]([CH3:9])[CH:5]=[C:6]([CH3:8])[CH:7]=1.[O:10]1[CH2:15][CH2:14][C:13](=[O:16])[CH2:12][CH2:11]1.O. Given the product [OH:16][C:13]1([C:2]2[CH:3]=[C:4]([CH3:9])[CH:5]=[C:6]([CH3:8])[CH:7]=2)[CH2:14][CH2:15][O:10][CH2:11][CH2:12]1, predict the reactants needed to synthesize it. (3) Given the product [Br:12][C:13]1[CH:18]=[CH:17][C:16]([C:19]([CH:20]([F:22])[F:21])=[CH2:24])=[CH:15][CH:14]=1, predict the reactants needed to synthesize it. The reactants are: ICI.[Sn](Cl)(Cl)(Cl)Cl.C(Cl)Cl.[Br:12][C:13]1[CH:18]=[CH:17][C:16]([C:19](=O)[CH:20]([F:22])[F:21])=[CH:15][CH:14]=1.[C:24](=O)(O)[O-].[Na+].